This data is from Forward reaction prediction with 1.9M reactions from USPTO patents (1976-2016). The task is: Predict the product of the given reaction. (1) Given the reactants Cl[C:2]1[CH:7]=[CH:6][C:5]([N+:8]([O-:10])=[O:9])=[C:4]([CH2:11][CH2:12][CH3:13])[CH:3]=1.CC1(C)C(C)(C)OB([C:22]2[CH2:23][CH2:24][N:25]([C:28]([O:30][C:31]([CH3:34])([CH3:33])[CH3:32])=[O:29])[CH2:26][CH:27]=2)O1.C([O-])([O-])=O.[Na+].[Na+], predict the reaction product. The product is: [N+:8]([C:5]1[CH:6]=[CH:7][C:2]([C:22]2[CH2:27][CH2:26][N:25]([C:28]([O:30][C:31]([CH3:34])([CH3:33])[CH3:32])=[O:29])[CH2:24][CH:23]=2)=[CH:3][C:4]=1[CH2:11][CH2:12][CH3:13])([O-:10])=[O:9]. (2) Given the reactants [O:1]1[C:5]2[CH:6]=[CH:7][CH:8]=[CH:9][C:4]=2[N:3]=[C:2]1[C:10]1([NH2:16])[CH2:15][CH2:14][NH:13][CH2:12][CH2:11]1.Cl[C:18]1[N:26]=[CH:25][N:24]=[C:23]2[C:19]=1[NH:20][C:21](=[O:27])[NH:22]2, predict the reaction product. The product is: [NH2:16][C:10]1([C:2]2[O:1][C:5]3[CH:6]=[CH:7][CH:8]=[CH:9][C:4]=3[N:3]=2)[CH2:11][CH2:12][N:13]([C:18]2[N:26]=[CH:25][N:24]=[C:23]3[C:19]=2[NH:20][C:21](=[O:27])[NH:22]3)[CH2:14][CH2:15]1. (3) Given the reactants [BH4-].[Na+].[CH3:3][O:4][C:5]([C:7]1[S:8][C:9]([CH:20]=[O:21])=[CH:10][C:11]=1[NH:12][C:13]([O:15][C:16]([CH3:19])([CH3:18])[CH3:17])=[O:14])=[O:6].C(OCC)(=O)C.O, predict the reaction product. The product is: [CH3:3][O:4][C:5]([C:7]1[S:8][C:9]([CH2:20][OH:21])=[CH:10][C:11]=1[NH:12][C:13]([O:15][C:16]([CH3:17])([CH3:19])[CH3:18])=[O:14])=[O:6]. (4) Given the reactants [C:1]([O:5][C:6]([N:8]([CH3:17])[CH2:9][CH2:10][C:11]([CH3:16])([CH3:15])[C:12]([OH:14])=O)=[O:7])([CH3:4])([CH3:3])[CH3:2].C1N=CN(C(N2C=NC=C2)=O)C=1.[Br-:30].[NH2:31][CH2:32][CH2:33][CH2:34][CH2:35][P+:36]([C:49]1[CH:54]=[CH:53][CH:52]=[CH:51][CH:50]=1)([C:43]1[CH:48]=[CH:47][CH:46]=[CH:45][CH:44]=1)[C:37]1[CH:42]=[CH:41][CH:40]=[CH:39][CH:38]=1, predict the reaction product. The product is: [Br-:30].[CH3:15][C:11]([CH3:16])([CH2:10][CH2:9][N:8]([CH3:17])[C:6](=[O:7])[O:5][C:1]([CH3:2])([CH3:3])[CH3:4])[C:12](=[O:14])[NH:31][CH2:32][CH2:33][CH2:34][CH2:35][P+:36]([C:49]1[CH:54]=[CH:53][CH:52]=[CH:51][CH:50]=1)([C:37]1[CH:38]=[CH:39][CH:40]=[CH:41][CH:42]=1)[C:43]1[CH:48]=[CH:47][CH:46]=[CH:45][CH:44]=1.